Dataset: Forward reaction prediction with 1.9M reactions from USPTO patents (1976-2016). Task: Predict the product of the given reaction. Given the reactants [CH:1]1([CH2:5][NH:6][C:7]([C:9]2[N:14]=[C:13]([O:15][CH2:16][C:17]([O:19]C)=[O:18])[CH:12]=[CH:11][C:10]=2[NH:21][C:22]([C:24]2[C:33]3[C:28](=[CH:29][CH:30]=[CH:31][CH:32]=3)[C:27]([CH2:34][N:35]3[CH:39]=[CH:38][N:37]=[N:36]3)=[CH:26][CH:25]=2)=[O:23])=[O:8])[CH2:4][CH2:3][CH2:2]1.[OH-].[Na+], predict the reaction product. The product is: [CH:1]1([CH2:5][NH:6][C:7]([C:9]2[N:14]=[C:13]([O:15][CH2:16][C:17]([OH:19])=[O:18])[CH:12]=[CH:11][C:10]=2[NH:21][C:22]([C:24]2[C:33]3[C:28](=[CH:29][CH:30]=[CH:31][CH:32]=3)[C:27]([CH2:34][N:35]3[CH:39]=[CH:38][N:37]=[N:36]3)=[CH:26][CH:25]=2)=[O:23])=[O:8])[CH2:4][CH2:3][CH2:2]1.